Predict hERG channel inhibition at various concentrations. From a dataset of hERG Central: cardiac toxicity at 1µM, 10µM, and general inhibition. (1) The compound is CC(C)c1cc(CN2CCN(Cc3ccc(F)c(F)c3)C(CCO)C2)[nH]n1. Results: hERG_inhib (hERG inhibition (general)): blocker. (2) The compound is C=CCN(Cc1ccc(Cl)s1)C(=O)CNC(=O)CNC(=O)c1ccc(Cl)cc1Cl. Results: hERG_inhib (hERG inhibition (general)): blocker. (3) The molecule is C=C(C)Cn1c(-c2ccccc2)nc2ccccc21. Results: hERG_inhib (hERG inhibition (general)): blocker. (4) The molecule is COc1cc(O)c(C(CCN2CCCCC2)c2ccc3c(c2)OCO3)c(OC)c1. Results: hERG_inhib (hERG inhibition (general)): blocker. (5) The compound is Cc1cc(N2CCCC(C(=O)Nc3cccc4ccccc34)C2)n2ncnc2n1. Results: hERG_inhib (hERG inhibition (general)): blocker. (6) The compound is Cc1ccc2cc(CN(CCN3CCCC3)C(=O)Nc3ccccc3)c(=O)[nH]c2c1C. Results: hERG_inhib (hERG inhibition (general)): blocker. (7) The molecule is O=C(CCN1CCN(C/C=C/c2ccccc2)CC1)Nc1ccccc1F.O=C(O)C(=O)O. Results: hERG_inhib (hERG inhibition (general)): blocker. (8) The drug is COc1cc(CNCc2ccccn2)ccc1OCc1ccc(Cl)cc1Cl.Cl. Results: hERG_inhib (hERG inhibition (general)): blocker.